Dataset: Reaction yield outcomes from USPTO patents with 853,638 reactions. Task: Predict the reaction yield, written as a fraction of the theoretical maximum amount of product (1.0 means a 100% yield; for example, 0.34 means a 34% yield). (1) The reactants are [C-:1]#[N:2].[Na+].Br[CH2:5][CH2:6][CH2:7][O:8][C:9](=[O:31])[C:10]([C:13]1[CH:22]=[C:21]2[C:16]([C@@H:17]3[CH2:28][C:27]([CH3:29])=[CH:26][CH2:25][C@H:18]3[C:19]([CH3:24])([CH3:23])[O:20]2)=[C:15]([OH:30])[CH:14]=1)([CH3:12])[CH3:11]. The catalyst is CS(C)=O. The product is [C:1]([CH2:5][CH2:6][CH2:7][O:8][C:9](=[O:31])[C:10]([C:13]1[CH:22]=[C:21]2[C:16]([C@@H:17]3[CH2:28][C:27]([CH3:29])=[CH:26][CH2:25][C@H:18]3[C:19]([CH3:24])([CH3:23])[O:20]2)=[C:15]([OH:30])[CH:14]=1)([CH3:12])[CH3:11])#[N:2]. The yield is 0.980. (2) The reactants are [C:1]([C:4]1[O:8][C:7]([N:9]([CH2:16][C:17]([O:19][CH2:20][CH3:21])=[O:18])[CH2:10][C:11]([O:13][CH2:14][CH3:15])=[O:12])=[N:6][CH:5]=1)(=O)[CH3:2].C([O-])(=O)C.[Na+].[Cl-].[OH:28][NH3+:29]. The catalyst is C(O)C.O. The product is [OH:28][N:29]=[C:1]([C:4]1[O:8][C:7]([N:9]([CH2:16][C:17]([O:19][CH2:20][CH3:21])=[O:18])[CH2:10][C:11]([O:13][CH2:14][CH3:15])=[O:12])=[N:6][CH:5]=1)[CH3:2]. The yield is 0.800. (3) The reactants are [F:1][C:2]1[CH:7]=[CH:6][C:5]([C:8]2[O:9][CH:10]=[CH:11][CH:12]=2)=[CH:4][CH:3]=1.C([Li])CCC.[C:18]([O:22][C:23]([N:25]1[CH2:30][CH2:29][CH2:28][CH2:27][CH:26]1[C:31](=[O:36])N(OC)C)=[O:24])([CH3:21])([CH3:20])[CH3:19].[Cl-].[NH4+]. The catalyst is C1COCC1. The product is [C:18]([O:22][C:23]([N:25]1[CH2:30][CH2:29][CH2:28][CH2:27][CH:26]1[C:31]([C:10]1[O:9][C:8]([C:5]2[CH:4]=[CH:3][C:2]([F:1])=[CH:7][CH:6]=2)=[CH:12][CH:11]=1)=[O:36])=[O:24])([CH3:21])([CH3:20])[CH3:19]. The yield is 0.850. (4) The reactants are [H-].[Al+3].[Li+].[H-].[H-].[H-].[N:7]([CH2:10][CH2:11][C:12]#[C:13][Si:14]([CH3:17])([CH3:16])[CH3:15])=[N+]=[N-]. The catalyst is C(OCC)C. The product is [CH3:15][Si:14]([CH3:17])([CH3:16])[C:13]#[C:12][CH2:11][CH2:10][NH2:7]. The yield is 0.600. (5) The reactants are [CH3:1][O:2][C:3](=[O:23])[C:4]([C:16]1[CH:21]=[CH:20][C:19]([OH:22])=[CH:18][CH:17]=1)=[CH:5][C:6]1[CH:11]=[C:10]([O:12][CH3:13])[CH:9]=[C:8]([O:14][CH3:15])[CH:7]=1.[Br:24][CH2:25][CH2:26][CH2:27]Br.C(=O)([O-])[O-].[K+].[K+]. The catalyst is CN(C=O)C.O. The product is [CH3:1][O:2][C:3](=[O:23])[C:4]([C:16]1[CH:17]=[CH:18][C:19]([O:22][CH2:27][CH2:26][CH2:25][Br:24])=[CH:20][CH:21]=1)=[CH:5][C:6]1[CH:7]=[C:8]([O:14][CH3:15])[CH:9]=[C:10]([O:12][CH3:13])[CH:11]=1. The yield is 0.480. (6) The reactants are [CH3:1][O:2][C:3]1[CH:4]=[C:5]2[C:10](=[CH:11][C:12]=1[O:13][CH3:14])[N:9]=[CH:8][CH:7]=[C:6]2[O:15][C:16]1[CH:22]=[CH:21][C:19]([NH2:20])=[CH:18][CH:17]=1.ClC(Cl)(O[C:27](=[O:33])OC(Cl)(Cl)Cl)Cl.[NH2:35][N:36]1[CH2:41][CH2:40][CH2:39][CH2:38][CH2:37]1.C(=O)(O)[O-].[Na+]. The catalyst is C(Cl)Cl.C(N(CC)CC)C.C1(C)C=CC=CC=1. The product is [CH3:1][O:2][C:3]1[CH:4]=[C:5]2[C:10](=[CH:11][C:12]=1[O:13][CH3:14])[N:9]=[CH:8][CH:7]=[C:6]2[O:15][C:16]1[CH:22]=[CH:21][C:19]([NH:20][C:27]([NH:35][N:36]2[CH2:41][CH2:40][CH2:39][CH2:38][CH2:37]2)=[O:33])=[CH:18][CH:17]=1. The yield is 0.560.